From a dataset of Full USPTO retrosynthesis dataset with 1.9M reactions from patents (1976-2016). Predict the reactants needed to synthesize the given product. (1) Given the product [Cl:1][C:2]1[CH:3]=[C:4]([CH:20]=[CH:21][C:22]=1[Cl:23])[CH2:5][C:6]1[N:10]([CH2:11][C:12]([OH:14])=[O:13])[C:9]2[CH:16]=[CH:17][CH:18]=[CH:19][C:8]=2[N:7]=1, predict the reactants needed to synthesize it. The reactants are: [Cl:1][C:2]1[CH:3]=[C:4]([CH:20]=[CH:21][C:22]=1[Cl:23])[CH2:5][C:6]1[N:10]([CH2:11][C:12]([O:14]C)=[O:13])[C:9]2[CH:16]=[CH:17][CH:18]=[CH:19][C:8]=2[N:7]=1.[OH-].[Na+]. (2) Given the product [F:9][C:10]1[CH:11]=[C:12]([CH:13]=[CH:14][C:15]=1[N+:16]([O-:18])=[O:17])[C:19]([C:20](=[CH:3][N:4]([CH3:5])[CH3:6])[C:21]([O:23][CH2:24][CH3:25])=[O:22])=[O:26], predict the reactants needed to synthesize it. The reactants are: CO[CH:3](OC)[N:4]([CH3:6])[CH3:5].[F:9][C:10]1[CH:11]=[C:12]([C:19](=[O:26])[CH2:20][C:21]([O:23][CH2:24][CH3:25])=[O:22])[CH:13]=[CH:14][C:15]=1[N+:16]([O-:18])=[O:17]. (3) Given the product [CH2:27]([C:25]1[O:24][N:23]=[C:22]([C:18]2[CH:17]=[C:16]([C@H:15]([NH:29][CH3:30])[CH2:14][N:11]3[CH2:12][CH2:13][C@H:9]([OH:8])[CH2:10]3)[CH:21]=[CH:20][CH:19]=2)[N:26]=1)[CH3:28], predict the reactants needed to synthesize it. The reactants are: [Si]([O:8][C@H:9]1[CH2:13][CH2:12][N:11]([CH2:14][C@@H:15]([NH:29][CH3:30])[C:16]2[CH:21]=[CH:20][CH:19]=[C:18]([C:22]3[N:26]=[C:25]([CH2:27][CH3:28])[O:24][N:23]=3)[CH:17]=2)[CH2:10]1)(C(C)(C)C)(C)C. (4) Given the product [NH:2]1[C:10]2[C:5](=[N:6][CH:7]=[CH:8][CH:9]=2)[C:4]([N:11]2[CH2:20][CH2:19][C:14](=[O:15])[CH2:13][CH2:12]2)=[CH:3]1, predict the reactants needed to synthesize it. The reactants are: Cl.[NH:2]1[C:10]2[C:5](=[N:6][CH:7]=[CH:8][CH:9]=2)[C:4]([N:11]2[CH2:20][CH2:19][C:14]3(OCC[O:15]3)[CH2:13][CH2:12]2)=[CH:3]1.C(=O)(O)[O-].[Na+]. (5) Given the product [F:41][C:2]([F:1])([F:40])[C:3]1[CH:4]=[C:5]([CH:33]=[C:34]([C:36]([F:37])([F:38])[F:39])[CH:35]=1)[CH2:6][N:7]([CH2:14][C:15]1[CH:20]=[C:19]([C:21]([F:24])([F:23])[F:22])[CH:18]=[CH:17][C:16]=1[C:25]([CH:27]1[CH2:32][CH2:31][CH2:30][CH2:29][CH2:28]1)=[O:26])[C:8]1[N:9]=[N:10][N:11]([CH3:13])[N:12]=1, predict the reactants needed to synthesize it. The reactants are: [F:1][C:2]([F:41])([F:40])[C:3]1[CH:4]=[C:5]([CH:33]=[C:34]([C:36]([F:39])([F:38])[F:37])[CH:35]=1)[CH2:6][N:7]([CH2:14][C:15]1[CH:20]=[C:19]([C:21]([F:24])([F:23])[F:22])[CH:18]=[CH:17][C:16]=1[CH:25]([CH:27]1[CH2:32][CH2:31][CH2:30][CH2:29][CH2:28]1)[OH:26])[C:8]1[N:9]=[N:10][N:11]([CH3:13])[N:12]=1.CC(OI1(OC(C)=O)(OC(C)=O)OC(=O)C2C=CC=CC1=2)=O. (6) Given the product [Br:1][C:2]1[N:3]=[C:4]([CH2:21][CH3:22])[C:5]([NH:10][CH:11]2[C:19]3[CH:14]=[CH:13][S:42][C:18]=3[CH2:17][CH2:16][CH2:15]2)=[N:6][C:7]=1[CH2:8][CH3:9], predict the reactants needed to synthesize it. The reactants are: [Br:1][C:2]1[N:3]=[C:4]([CH2:21][CH3:22])[C:5]([NH:10][C@@H:11]2[C:19]3[C:14](=[CH:15][CH:16]=[CH:17][CH:18]=3)[CH2:13][C@@H]2O)=[N:6][C:7]=1[CH2:8][CH3:9].C(C1C(NC2C3C=C[S:42]C=3CCC2)=NC(CC)=CN=1)C. (7) Given the product [CH2:23]([N:14]([C:15]([CH3:21])([CH3:22])[CH2:16][OH:17])[C:12](=[O:13])[O:11][C:7]([CH3:10])([CH3:8])[CH3:9])[CH3:24], predict the reactants needed to synthesize it. The reactants are: [H-].[H-].[H-].[H-].[Li+].[Al+3].[C:7]([O:11][C:12]([N:14]([CH2:23][CH3:24])[C:15]([CH3:22])([CH3:21])[C:16](OCC)=[O:17])=[O:13])([CH3:10])([CH3:9])[CH3:8]. (8) Given the product [CH3:1][C:2]1[N:11]=[C:12]([C:13]([O:15][CH2:16][CH3:17])=[O:14])[S:20][C:3]=1[C:4]1[CH:9]=[CH:8][CH:7]=[CH:6][CH:5]=1, predict the reactants needed to synthesize it. The reactants are: [CH3:1][CH:2]([NH:11][C:12](=O)[C:13]([O:15][CH2:16][CH3:17])=[O:14])[C:3](=O)[C:4]1[CH:9]=[CH:8][CH:7]=[CH:6][CH:5]=1.P12(SP3(SP(SP(S3)(S1)=S)(=S)S2)=S)=[S:20].C([O-])([O-])=O.[K+].[K+].[OH-].[Na+]. (9) Given the product [CH:1]1([C:4]2[N:9]=[C:8]([C:10](=[NH:11])[O:12][CH2:13][CH3:14])[CH:7]=[CH:6][N:5]=2)[CH2:3][CH2:2]1, predict the reactants needed to synthesize it. The reactants are: [CH:1]1([C:4]2[N:9]=[C:8]([C:10]#[N:11])[CH:7]=[CH:6][N:5]=2)[CH2:3][CH2:2]1.[O-:12][CH2:13][CH3:14].[Na+]. (10) Given the product [CH3:7][C:8]1[CH:9]=[C:10]([CH:11]=[CH:12][C:13]=1[N+:14]([O-:16])=[O:15])[O:17][CH:23]1[CH2:28][CH2:27][N:26]([C:29]([O:31][C:32]([CH3:35])([CH3:34])[CH3:33])=[O:30])[CH2:25][CH2:24]1, predict the reactants needed to synthesize it. The reactants are: C(=O)([O-])[O-].[Cs+].[Cs+].[CH3:7][C:8]1[CH:9]=[C:10]([OH:17])[CH:11]=[CH:12][C:13]=1[N+:14]([O-:16])=[O:15].CS(O[CH:23]1[CH2:28][CH2:27][N:26]([C:29]([O:31][C:32]([CH3:35])([CH3:34])[CH3:33])=[O:30])[CH2:25][CH2:24]1)(=O)=O.